From a dataset of Full USPTO retrosynthesis dataset with 1.9M reactions from patents (1976-2016). Predict the reactants needed to synthesize the given product. (1) Given the product [NH2:10][CH2:11][CH2:12][CH2:13][CH2:14][C@H:15]([NH:27][C:28]([CH:30]1[C:39]2[C:34](=[CH:35][CH:36]=[CH:37][CH:38]=2)[CH2:33][CH2:32][CH2:31]1)=[O:29])[C:16]([C:18]1[S:19][C:20]2[CH:26]=[CH:25][CH:24]=[CH:23][C:21]=2[N:22]=1)=[O:17], predict the reactants needed to synthesize it. The reactants are: C(OC(=O)[NH:10][CH2:11][CH2:12][CH2:13][CH2:14][C@H:15]([NH:27][C:28]([CH:30]1[C:39]2[C:34](=[CH:35][CH:36]=[CH:37][CH:38]=2)[CH2:33][CH2:32][CH2:31]1)=[O:29])[C:16]([C:18]1[S:19][C:20]2[CH:26]=[CH:25][CH:24]=[CH:23][C:21]=2[N:22]=1)=[O:17])C1C=CC=CC=1.Br.CC(O)=O. (2) Given the product [CH3:12][C:9]1[CH:8]=[CH:7][C:6]2[C:11](=[C:2]([NH:24][C:25]3[S:26][CH:27]=[C:28]([CH3:30])[N:29]=3)[N:3]=[CH:4][C:5]=2[C:16]2[C:15]([CH3:14])=[CH:20][CH:19]=[CH:18][N:17]=2)[N:10]=1, predict the reactants needed to synthesize it. The reactants are: Cl[C:2]1[N:3]=[CH:4][C:5](I)=[C:6]2[C:11]=1[N:10]=[C:9]([CH3:12])[CH:8]=[CH:7]2.[CH3:14][C:15]1[C:16](B(O)O)=[N:17][CH:18]=[CH:19][CH:20]=1.[NH2:24][C:25]1[S:26][CH:27]=[C:28]([CH3:30])[N:29]=1. (3) Given the product [N+:13]([C:16]1[CH:21]=[C:20]([C:22]([F:25])([F:24])[F:23])[CH:19]=[CH:18][C:17]=1[CH:6]([C:7]([O:9][CH3:10])=[O:8])[C:6]([O:9][CH3:7])=[O:8])([O-:15])=[O:14], predict the reactants needed to synthesize it. The reactants are: [H-].[Na+].[CH2:7]([O:9][C:6](=[O:8])[C:7]([O:9][CH2:10][CH3:10])=[O:8])[CH3:6].[N+:13]([C:16]1[CH:21]=[C:20]([C:22]([F:25])([F:24])[F:23])[CH:19]=[CH:18][C:17]=1C)([O-:15])=[O:14].[Cl-].[NH4+]. (4) Given the product [F:1][C:2]1[CH:7]=[CH:6][C:5]([F:8])=[CH:4][C:3]=1[CH:9]([S:20]([C:21]1[CH:22]=[CH:23][C:24]([F:27])=[CH:25][CH:26]=1)=[O:32])[C:10]1[C:11]([CH3:19])=[CH:12][C:13]([C:16]([N:30]([CH3:31])[CH3:29])=[O:17])=[N:14][CH:15]=1, predict the reactants needed to synthesize it. The reactants are: [F:1][C:2]1[CH:7]=[CH:6][C:5]([F:8])=[CH:4][C:3]=1[CH:9]([S:20][C:21]1[CH:26]=[CH:25][C:24]([F:27])=[CH:23][CH:22]=1)[C:10]1[C:11]([CH3:19])=[CH:12][C:13]([C:16](O)=[O:17])=[N:14][CH:15]=1.Cl.[CH3:29][NH:30][CH3:31].[OH:32]N1C2C=CC=CC=2N=N1.CN1CCOCC1.Cl.C(N=C=NCCCN(C)C)C.ClC1C=CC=C(C(OO)=O)C=1. (5) The reactants are: [O:1]([C:8]1[CH:23]=[C:22]([C:24]([F:27])([F:26])[F:25])[CH:21]=[CH:20][C:9]=1[O:10][C@@H:11]([CH3:19])[CH2:12][CH2:13][O:14]S(C)(=O)=O)[C:2]1[CH:7]=[CH:6][CH:5]=[CH:4][CH:3]=1.C[O:29][C:30](=[O:39])[CH2:31][C:32]1[CH:37]=[CH:36][CH:35]=[C:34](O)[CH:33]=1. Given the product [O:1]([C:8]1[CH:23]=[C:22]([C:24]([F:27])([F:26])[F:25])[CH:21]=[CH:20][C:9]=1[O:10][C@@H:11]([CH3:19])[CH2:12][CH2:13][O:14][C:34]1[CH:33]=[C:32]([CH2:31][C:30]([OH:39])=[O:29])[CH:37]=[CH:36][CH:35]=1)[C:2]1[CH:7]=[CH:6][CH:5]=[CH:4][CH:3]=1, predict the reactants needed to synthesize it. (6) Given the product [CH:19]1([C:9]([N:3]2[CH2:4][CH2:5][C:6](=[O:8])[CH2:7][C@@H:2]2[CH3:1])=[O:11])[CH2:23][CH2:22][CH2:21][CH2:20]1, predict the reactants needed to synthesize it. The reactants are: [CH3:1][C@H:2]1[CH2:7][C:6](=[O:8])[CH2:5][CH2:4][N:3]1[C:9]([O:11]CC1C=CC=CC=1)=O.[CH:19]1(C(Cl)=O)[CH2:23][CH2:22][CH2:21][CH2:20]1.